This data is from Full USPTO retrosynthesis dataset with 1.9M reactions from patents (1976-2016). The task is: Predict the reactants needed to synthesize the given product. Given the product [Cl:3][C:4]1[C:5]([CH2:10][NH:11][C:37]([CH:35]2[CH2:36][C:33](=[CH2:32])[CH2:34]2)=[O:38])=[N:6][CH:7]=[CH:8][N:9]=1, predict the reactants needed to synthesize it. The reactants are: Cl.Cl.[Cl:3][C:4]1[C:5]([CH2:10][NH2:11])=[N:6][CH:7]=[CH:8][N:9]=1.C(N=C=NCCCN(C)C)C.CCN(C(C)C)C(C)C.[CH2:32]=[C:33]1[CH2:36][CH:35]([C:37](O)=[O:38])[CH2:34]1.